This data is from HIV replication inhibition screening data with 41,000+ compounds from the AIDS Antiviral Screen. The task is: Binary Classification. Given a drug SMILES string, predict its activity (active/inactive) in a high-throughput screening assay against a specified biological target. (1) The molecule is CCCCCCCCCCCCNC(=S)OCCCC. The result is 0 (inactive). (2) The compound is CCOC(=O)C=CSCC(N)C(=O)O. The result is 0 (inactive). (3) The compound is Cc1ccc(S(=O)OCC23CC4CC(CC(C4)C2)C3)cc1. The result is 0 (inactive). (4) The drug is O=P1(Cc2ccccc2)OC2CC(Cl)CC(C2)O1. The result is 0 (inactive).